From a dataset of Full USPTO retrosynthesis dataset with 1.9M reactions from patents (1976-2016). Predict the reactants needed to synthesize the given product. (1) Given the product [C:1]([C:3]1[CH:4]=[C:5]([N:10]([CH2:15][C:16]2[CH:21]=[CH:20][CH:19]=[C:18]([C:28]3[C:24]([CH3:23])=[N:25][O:26][C:27]=3[CH3:32])[CH:17]=2)[C:11](=[O:14])[CH2:12][CH3:13])[CH:6]=[C:7]([F:9])[CH:8]=1)#[N:2], predict the reactants needed to synthesize it. The reactants are: [C:1]([C:3]1[CH:4]=[C:5]([N:10]([CH2:15][C:16]2[CH:21]=[CH:20][CH:19]=[C:18](I)[CH:17]=2)[C:11](=[O:14])[CH2:12][CH3:13])[CH:6]=[C:7]([F:9])[CH:8]=1)#[N:2].[CH3:23][C:24]1[C:28](B(O)O)=[C:27]([CH3:32])[O:26][N:25]=1. (2) Given the product [OH:12][C:2]1[CH:10]=[C:9]([F:11])[CH:8]=[CH:7][C:3]=1[C:4]([OH:6])=[O:5], predict the reactants needed to synthesize it. The reactants are: F[C:2]1[CH:10]=[C:9]([F:11])[CH:8]=[CH:7][C:3]=1[C:4]([OH:6])=[O:5].[OH-:12].[Na+].Cl. (3) Given the product [CH3:32][O:35][C:6]1[CH:5]=[CH:4][C:3]([N:8]2[C:16]3[CH:15]=[CH:14][CH:13]=[C:12]([NH2:17])[C:11]=3[CH:10]=[N:9]2)=[CH:2][CH:7]=1, predict the reactants needed to synthesize it. The reactants are: F[C:2]1[CH:7]=[CH:6][CH:5]=[CH:4][C:3]=1[N:8]1[C:16]2[CH:15]=[CH:14][CH:13]=[C:12]([NH2:17])[C:11]=2[CH:10]=[N:9]1.N1C2C=CC=C(N)C=2C=N1.IC1C=C[C:32]([O:35]C)=CC=1. (4) Given the product [CH2:1]([O:3][C:4]1[CH:9]=[CH:8][C:7]([C:10]2[CH:15]=[CH:14][N:13]=[C:12]([NH:17][CH2:18][CH2:19][C:20]3[CH:25]=[CH:24][C:23]([OH:26])=[C:22]([O:27][CH3:28])[CH:21]=3)[N:11]=2)=[CH:6][CH:5]=1)[CH3:2], predict the reactants needed to synthesize it. The reactants are: [CH2:1]([O:3][C:4]1[CH:9]=[CH:8][C:7]([C:10]2[CH:15]=[CH:14][N:13]=[C:12](Cl)[N:11]=2)=[CH:6][CH:5]=1)[CH3:2].[NH2:17][CH2:18][CH2:19][C:20]1[CH:25]=[CH:24][C:23]([OH:26])=[C:22]([O:27][CH3:28])[CH:21]=1. (5) The reactants are: [CH:1]12[O:10][CH:2]1[CH2:3][C:4]1[C:9]2=[CH:8][CH:7]=[CH:6][CH:5]=1.[CH3:11][NH:12][CH3:13]. Given the product [CH3:11][N:12]([CH3:13])[C@@H:1]1[C:9]2[C:4](=[CH:5][CH:6]=[CH:7][CH:8]=2)[CH2:3][C@H:2]1[OH:10], predict the reactants needed to synthesize it. (6) Given the product [CH2:1]([N:3]1[CH2:8][CH2:7][C:6](=[N:13][OH:14])[C:5]([F:12])([F:11])[CH2:4]1)[CH3:2], predict the reactants needed to synthesize it. The reactants are: [CH2:1]([NH+:3]1[CH2:8][CH2:7][C:6](O)(O)[C:5]([F:12])([F:11])[CH2:4]1)[CH3:2].[NH2:13][OH:14]. (7) Given the product [F:36][C:2]([F:37])([F:1])[C:3]1[CH:4]=[C:5]([CH:29]=[C:30]([C:32]([F:35])([F:34])[F:33])[CH:31]=1)[CH2:6][N:7]([CH:11]1[CH2:17][CH2:16][CH2:15][N:14]([C:18]2[O:23][N:39]=[C:20]([CH3:21])[CH:19]=2)[C:13]2[CH:24]=[C:25]([Cl:28])[CH:26]=[CH:27][C:12]1=2)[C:8](=[O:10])[CH3:9], predict the reactants needed to synthesize it. The reactants are: [F:1][C:2]([F:37])([F:36])[C:3]1[CH:4]=[C:5]([CH:29]=[C:30]([C:32]([F:35])([F:34])[F:33])[CH:31]=1)[CH2:6][N:7]([CH:11]1[CH2:17][CH2:16][CH2:15][N:14]([C:18](=[O:23])[CH2:19][C:20](=O)[CH3:21])[C:13]2[CH:24]=[C:25]([Cl:28])[CH:26]=[CH:27][C:12]1=2)[C:8](=[O:10])[CH3:9].Cl.[NH2:39]O.CC([O-])=O.[Na+]. (8) Given the product [CH:61]1([CH2:60][O:59][C:43]2[CH:44]=[CH:45][C:46]3[C:47]([CH2:51][CH2:52][CH:53]4[CH2:58][CH2:57][N:56]([CH2:19][C:20]5[CH:27]=[CH:26][CH:25]=[CH:24][C:21]=5[CH2:22][OH:23])[CH2:55][CH2:54]4)=[N:48][O:49][C:50]=3[C:42]=2[CH2:41][N:39]([CH3:40])[CH3:38])[CH2:63][CH2:62]1, predict the reactants needed to synthesize it. The reactants are: [Si](O[CH2:19][C:20]1[CH:27]=[CH:26][CH:25]=[CH:24][C:21]=1[CH:22]=[O:23])(C(C)(C)C)(C1C=CC=CC=1)C1C=CC=CC=1.C1(CO)C(CO)=CC=CC=1.[CH3:38][N:39]([CH2:41][C:42]1[C:50]2[O:49][N:48]=[C:47]([CH2:51][CH2:52][CH:53]3[CH2:58][CH2:57][NH:56][CH2:55][CH2:54]3)[C:46]=2[CH:45]=[CH:44][C:43]=1[O:59][CH2:60][CH:61]1[CH2:63][CH2:62]1)[CH3:40].